From a dataset of NCI-60 drug combinations with 297,098 pairs across 59 cell lines. Regression. Given two drug SMILES strings and cell line genomic features, predict the synergy score measuring deviation from expected non-interaction effect. (1) Drug 1: CC1C(C(=O)NC(C(=O)N2CCCC2C(=O)N(CC(=O)N(C(C(=O)O1)C(C)C)C)C)C(C)C)NC(=O)C3=C4C(=C(C=C3)C)OC5=C(C(=O)C(=C(C5=N4)C(=O)NC6C(OC(=O)C(N(C(=O)CN(C(=O)C7CCCN7C(=O)C(NC6=O)C(C)C)C)C)C(C)C)C)N)C. Drug 2: C1C(C(OC1N2C=NC3=C(N=C(N=C32)Cl)N)CO)O. Cell line: RXF 393. Synergy scores: CSS=1.14, Synergy_ZIP=-0.288, Synergy_Bliss=-1.17, Synergy_Loewe=-0.267, Synergy_HSA=-0.653. (2) Drug 1: CC1=C2C(C(=O)C3(C(CC4C(C3C(C(C2(C)C)(CC1OC(=O)C(C(C5=CC=CC=C5)NC(=O)OC(C)(C)C)O)O)OC(=O)C6=CC=CC=C6)(CO4)OC(=O)C)OC)C)OC. Drug 2: CCCCC(=O)OCC(=O)C1(CC(C2=C(C1)C(=C3C(=C2O)C(=O)C4=C(C3=O)C=CC=C4OC)O)OC5CC(C(C(O5)C)O)NC(=O)C(F)(F)F)O. Cell line: EKVX. Synergy scores: CSS=39.2, Synergy_ZIP=-10.4, Synergy_Bliss=-10.3, Synergy_Loewe=-29.3, Synergy_HSA=-8.04.